Dataset: Retrosynthesis with 50K atom-mapped reactions and 10 reaction types from USPTO. Task: Predict the reactants needed to synthesize the given product. The reactants are: CCOC(=O)C(C(=O)OCC)c1cc(F)cc(OCc2ccccc2)c1. Given the product CCOC(=O)Cc1cc(F)cc(OCc2ccccc2)c1, predict the reactants needed to synthesize it.